Dataset: Forward reaction prediction with 1.9M reactions from USPTO patents (1976-2016). Task: Predict the product of the given reaction. (1) Given the reactants [Br:1][C:2]1[C:9]([CH3:10])=[CH:8][C:5]([C:6]#[N:7])=[CH:4][C:3]=1[CH3:11].OO.C([O-])([O-])=[O:15].[K+].[K+].O, predict the reaction product. The product is: [Br:1][C:2]1[C:3]([CH3:11])=[CH:4][C:5]([C:6]([NH2:7])=[O:15])=[CH:8][C:9]=1[CH3:10]. (2) Given the reactants [Br:1][C:2]1[CH:3]=[N:4][C:5]([NH:8][CH2:9][CH2:10][C@H:11]2[CH2:16][CH2:15][C@H:14]([CH2:17][OH:18])[CH2:13][CH2:12]2)=[N:6][CH:7]=1.[CH3:19][S:20](Cl)(=[O:22])=[O:21].N1C(C)=CC=CC=1C.O, predict the reaction product. The product is: [Br:1][C:2]1[CH:7]=[N:6][C:5]([NH:8][CH2:9][CH2:10][C@H:11]2[CH2:16][CH2:15][C@H:14]([CH2:17][O:18][S:20]([CH3:19])(=[O:22])=[O:21])[CH2:13][CH2:12]2)=[N:4][CH:3]=1. (3) Given the reactants CO[C:3]([C:5]1[CH2:6][CH2:7][CH2:8][N:9]2[C:14](=[O:15])[CH:13]=[C:12]([C:16]3[CH:21]=[CH:20][N:19]=[CH:18][N:17]=3)[NH:11][C:10]=12)=[O:4].[Cl:22][C:23]1[CH:28]=[CH:27][C:26]([NH2:29])=[C:25]([O:30][CH3:31])[CH:24]=1, predict the reaction product. The product is: [Cl:22][C:23]1[CH:28]=[CH:27][C:26]([NH:29][C:3]([CH:5]2[C:10]3=[N:11][C:12]([C:16]4[CH:21]=[CH:20][N:19]=[CH:18][N:17]=4)=[CH:13][C:14](=[O:15])[N:9]3[CH2:8][CH2:7][CH2:6]2)=[O:4])=[C:25]([O:30][CH3:31])[CH:24]=1. (4) Given the reactants [Cl:1][C:2]1[CH:26]=[CH:25][C:5]([C:6]([NH:8][CH:9]([CH2:13][C:14]2[C:23]3[C:18](=[CH:19][CH:20]=[CH:21][CH:22]=3)[NH:17][C:16](=[O:24])[CH:15]=2)[C:10]([OH:12])=O)=[O:7])=[CH:4][CH:3]=1.[NH2:27][CH2:28][CH2:29][N:30]1[CH2:35][CH2:34][O:33][CH2:32][CH2:31]1, predict the reaction product. The product is: [Cl:1][C:2]1[CH:26]=[CH:25][C:5]([C:6]([NH:8][CH:9]([C:10](=[O:12])[NH:27][CH2:28][CH2:29][N:30]2[CH2:35][CH2:34][O:33][CH2:32][CH2:31]2)[CH2:13][C:14]2[C:23]3[C:18](=[CH:19][CH:20]=[CH:21][CH:22]=3)[NH:17][C:16](=[O:24])[CH:15]=2)=[O:7])=[CH:4][CH:3]=1. (5) Given the reactants [OH-].[K+].[F:3][C:4]1[CH:11]=[CH:10][C:7]([CH:8]=O)=[CH:6][CH:5]=1.[C:12]1(=[O:17])[CH2:16][CH2:15][CH2:14][CH2:13]1.Cl, predict the reaction product. The product is: [F:3][C:4]1[CH:11]=[CH:10][C:7](/[CH:8]=[C:13]2/[C:12](=[O:17])[CH2:16][CH2:15][CH2:14]/2)=[CH:6][CH:5]=1.